Task: Predict the reaction yield, written as a fraction of the theoretical maximum amount of product (1.0 means a 100% yield; for example, 0.34 means a 34% yield).. Dataset: Reaction yield outcomes from USPTO patents with 853,638 reactions (1) The reactants are [NH:1]1[CH:5]=[C:4]([C:6]2[C:7]([C:12]3[CH:17]=[CH:16][CH:15]=[CH:14][CH:13]=3)=[N:8][O:9][C:10]=2[CH3:11])[N:3]=[CH:2]1.[CH3:18][S:19][C:20]1[CH:25]=[CH:24][C:23](B(O)O)=[CH:22][CH:21]=1. No catalyst specified. The product is [CH3:11][C:10]1[O:9][N:8]=[C:7]([C:12]2[CH:13]=[CH:14][CH:15]=[CH:16][CH:17]=2)[C:6]=1[C:4]1[N:3]=[CH:2][N:1]([C:23]2[CH:24]=[CH:25][C:20]([S:19][CH3:18])=[CH:21][CH:22]=2)[CH:5]=1. The yield is 0.450. (2) The reactants are S(Cl)(Cl)=O.[CH2:5]([O:12][C:13]([NH:15][C@@H:16]([CH2:20][N:21]([C:28]1[CH:33]=[CH:32][CH:31]=[CH:30][CH:29]=1)[C:22]1[CH:27]=[CH:26][CH:25]=[CH:24][CH:23]=1)[C:17]([OH:19])=[O:18])=[O:14])[C:6]1[CH:11]=[CH:10][CH:9]=[CH:8][CH:7]=1.[CH3:34]O. No catalyst specified. The product is [CH2:5]([O:12][C:13]([NH:15][C@@H:16]([CH2:20][N:21]([C:28]1[CH:29]=[CH:30][CH:31]=[CH:32][CH:33]=1)[C:22]1[CH:23]=[CH:24][CH:25]=[CH:26][CH:27]=1)[C:17]([O:19][CH3:34])=[O:18])=[O:14])[C:6]1[CH:7]=[CH:8][CH:9]=[CH:10][CH:11]=1. The yield is 0.500. (3) The reactants are C[Si](C)(C)[N-][Si](C)(C)C.[Li+].[F:11][C:12]1[CH:18]=[C:17]([I:19])[CH:16]=[CH:15][C:13]=1[NH2:14].F[C:21]1[C:26]([F:27])=[C:25]([F:28])[CH:24]=[C:23]([F:29])[C:22]=1[N+:30]([O-:32])=[O:31].C(OCC)(=O)C. The catalyst is C1COCC1. The product is [F:11][C:12]1[CH:18]=[C:17]([I:19])[CH:16]=[CH:15][C:13]=1[NH:14][C:21]1[C:22]([N+:30]([O-:32])=[O:31])=[C:23]([F:29])[CH:24]=[C:25]([F:28])[C:26]=1[F:27]. The yield is 0.592. (4) The catalyst is C1C=CC=CC=1. The product is [CH2:52]([O:51][C:49](=[O:50])[C@@H:48]([O:47][CH2:45][CH3:46])[CH2:54][C:55]1[CH:60]=[CH:59][C:58]([O:5][CH2:4]/[CH:3]=[C:2](\[CH3:1])/[C:6]#[C:7][C:8]2[CH:13]=[CH:12][CH:11]=[CH:10][CH:9]=2)=[CH:57][CH:56]=1)[CH3:53]. The reactants are [CH3:1]/[C:2](/[C:6]#[C:7][C:8]1[CH:13]=[CH:12][CH:11]=[CH:10][CH:9]=1)=[CH:3]\[CH2:4][OH:5].C(P(CCCC)CCCC)CCC.N(C(N1CCCCC1)=O)=NC(N1CCCCC1)=O.[CH2:45]([O:47][C@@H:48]([CH2:54][C:55]1[CH:60]=[CH:59][C:58](O)=[CH:57][CH:56]=1)[C:49]([O:51][CH2:52][CH3:53])=[O:50])[CH3:46]. The yield is 0.680. (5) The reactants are Cl.N[C:3]1[CH:4]=[N:5][C:6]2[C:11]([CH:12]=1)=[CH:10][C:9]([O:13][CH3:14])=[C:8]([O:15][CH3:16])[CH:7]=2.C[O-].[Na+].[C:20]1(=O)[CH2:25][CH2:24][CH2:23][CH2:22][CH2:21]1.[N:27]1C=CC=CC=1.B.Cl.[OH-].[Na+]. The catalyst is CO. The product is [NH2:27][CH:20]1[CH2:25][CH2:24][CH2:23][CH:22]([C:4]2[CH:3]=[CH:12][C:11]3[C:6](=[CH:7][C:8]([O:15][CH3:16])=[C:9]([O:13][CH3:14])[CH:10]=3)[N:5]=2)[CH2:21]1. The yield is 0.570. (6) The reactants are [CH3:1]/[CH:2]=[C:3]1/[C:4]([CH2:6][C@H:7]2[C@@H:12]3[CH2:13][CH2:14][C:15]4[C@@:21]([CH3:22])([C@H:11]3[CH2:10][CH2:9][C@:8]/12[CH3:23])[CH2:20][CH2:19][C:17](=[O:18])[CH:16]=4)=[O:5]. The catalyst is C1(C)C=CC=CC=1. The product is [CH3:1]/[CH:2]=[C:3]1\[C:4]([CH2:6][C@H:7]2[C@@H:12]3[CH2:13][CH2:14][C:15]4[C@@:21]([CH3:22])([C@H:11]3[CH2:10][CH2:9][C@:8]\12[CH3:23])[CH2:20][CH2:19][C:17](=[O:18])[CH:16]=4)=[O:5]. The yield is 0.586. (7) The reactants are C(OC([NH:8][C:9]1[S:13][C:12]([C:14]2[C:19]([F:20])=[CH:18][CH:17]=[CH:16][C:15]=2[F:21])=[N:11][C:10]=1[C:22]([NH:24][C:25]1[C:26]([N:43]2[CH2:48][CH2:47][CH2:46][C@H:45]([NH:49]C(=O)OC(C)(C)C)[CH2:44]2)=[C:27]2[CH:33]=[CH:32][N:31](S(C3C=CC=CC=3)(=O)=O)[C:28]2=[N:29][CH:30]=1)=[O:23])=O)(C)(C)C.C1COCC1. The catalyst is CO.[OH-].[Na+].CCOC(C)=O. The product is [NH2:8][C:9]1[S:13][C:12]([C:14]2[C:15]([F:21])=[CH:16][CH:17]=[CH:18][C:19]=2[F:20])=[N:11][C:10]=1[C:22]([NH:24][C:25]1[C:26]([N:43]2[CH2:48][CH2:47][CH2:46][C@H:45]([NH2:49])[CH2:44]2)=[C:27]2[CH:33]=[CH:32][NH:31][C:28]2=[N:29][CH:30]=1)=[O:23]. The yield is 0.410.